This data is from Full USPTO retrosynthesis dataset with 1.9M reactions from patents (1976-2016). The task is: Predict the reactants needed to synthesize the given product. (1) Given the product [Br:25][C:26]1[CH:35]=[C:34]2[C:29]([CH:30]=[C:31]([CH3:37])[CH:32]=[C:33]2[OH:36])=[CH:28][CH:27]=1.[Br:25][C:26]1[CH:35]=[C:34]2[C:29]([CH:30]=[C:31]([CH3:37])[C:32]([CH:39]([OH:40])[C:38]([O:42][CH2:43][CH3:44])=[O:41])=[C:33]2[OH:36])=[CH:28][CH:27]=1, predict the reactants needed to synthesize it. The reactants are: ClC1C=C2C(=CC=1)C(O)=CC(C)=C2.BrC1C=CC(CC(=O)C)=CC=1.[Br:25][C:26]1[CH:35]=[C:34]2[C:29]([CH:30]=[C:31]([CH3:37])[CH:32]=[C:33]2[OH:36])=[CH:28][CH:27]=1.[C:38]([O:42][CH2:43][CH3:44])(=[O:41])[CH:39]=[O:40]. (2) Given the product [CH3:15][O:16][C:17]([C:19]1[CH:24]=[CH:23][C:22]([C:2]2[CH:3]=[C:4]([C:9]3[O:10][C:11]([CH3:14])=[N:12][N:13]=3)[CH:5]=[CH:6][C:7]=2[CH3:8])=[CH:21][CH:20]=1)=[O:18].[CH3:8][C:7]1[CH:6]=[CH:5][C:4]([C:9]2[O:10][C:11]([CH3:14])=[N:12][N:13]=2)=[CH:3][C:2]=1[C:22]1[CH:23]=[CH:24][C:19]([C:17]([O:16][CH3:15])=[O:18])=[CH:20][CH:21]=1, predict the reactants needed to synthesize it. The reactants are: Br[C:2]1[CH:3]=[C:4]([C:9]2[O:10][C:11]([CH3:14])=[N:12][N:13]=2)[CH:5]=[CH:6][C:7]=1[CH3:8].[CH3:15][O:16][C:17]([C:19]1[CH:24]=[CH:23][C:22](B(O)O)=[CH:21][CH:20]=1)=[O:18]. (3) Given the product [CH2:1]([O:3][C:4]1[CH:5]=[C:6]([CH2:7][N:8]2[CH2:9][C:10]3([CH2:15][C:14]([N:16]4[CH2:21][CH2:20][C:19]([CH3:27])([C:22]([OH:24])=[O:23])[CH2:18][CH2:17]4)=[N:13][O:12]3)[CH2:11]2)[CH:28]=[C:29]([O:32][CH2:33][CH3:34])[C:30]=1[C:39]1[CH:38]=[C:37]([O:36][CH3:35])[CH:42]=[C:41]([O:43][CH3:44])[CH:40]=1)[CH3:2], predict the reactants needed to synthesize it. The reactants are: [CH2:1]([O:3][C:4]1[CH:5]=[C:6]([CH:28]=[C:29]([O:32][CH2:33][CH3:34])[C:30]=1I)[CH2:7][N:8]1[CH2:11][C:10]2([CH2:15][C:14]([N:16]3[CH2:21][CH2:20][C:19]([CH3:27])([C:22]([O:24]CC)=[O:23])[CH2:18][CH2:17]3)=[N:13][O:12]2)[CH2:9]1)[CH3:2].[CH3:35][O:36][C:37]1[CH:38]=[C:39](B(O)O)[CH:40]=[C:41]([O:43][CH3:44])[CH:42]=1. (4) Given the product [ClH:44].[ClH:44].[ClH:44].[ClH:44].[NH2:36][C:32]1([C:29]2[CH:28]=[CH:27][C:26]([C:25]3[N:11]4[C:12]5[CH:24]=[CH:23][CH:22]=[N:21][C:13]=5[NH:14][C:15]5[CH:20]=[CH:19][CH:18]=[CH:17][C:16]=5[C:10]4=[N:9][C:8]=3[C:5]3[CH:4]=[CH:3][C:2]([NH2:1])=[CH:7][CH:6]=3)=[CH:31][CH:30]=2)[CH2:33][CH2:34][CH2:35]1, predict the reactants needed to synthesize it. The reactants are: [NH2:1][C:2]1[CH:7]=[CH:6][C:5]([C:8]2[N:9]=[C:10]3[C:16]4[CH:17]=[CH:18][CH:19]=[CH:20][C:15]=4[NH:14][C:13]4[N:21]=[CH:22][CH:23]=[CH:24][C:12]=4[N:11]3[C:25]=2[C:26]2[CH:31]=[CH:30][C:29]([C:32]3([NH:36]C(=O)OC(C)(C)C)[CH2:35][CH2:34][CH2:33]3)=[CH:28][CH:27]=2)=[CH:4][CH:3]=1.[ClH:44].O1CCOCC1.